Dataset: Forward reaction prediction with 1.9M reactions from USPTO patents (1976-2016). Task: Predict the product of the given reaction. (1) The product is: [NH2:31][CH2:32][C@@H:42]([NH:24][C:28]([C:27]1[S:10][C:11]([CH3:7])=[C:25]([C:52]2[N:53]([CH3:54])[N:49]=[CH:50][C:51]=2[Br:15])[CH:26]=1)=[O:29])[C:43]1[CH:44]=[CH:45][CH:46]=[CH:47][CH:48]=1. Given the reactants CN1C([C:7]2C=C(C(O)=O)[S:10][CH:11]=2)=CC=N1.[Br:15]N1C(=O)CCC1=O.Cl[N:24]1[C:28](=[O:29])[CH2:27][CH2:26][C:25]1=O.[NH2:31][CH:32]([CH2:42][C:43]1[CH:48]=[CH:47][CH:46]=[CH:45][CH:44]=1)CNC(=O)OC(C)(C)C.[NH2:49][CH:50](CC1C=CC=CC=1)[CH2:51][CH2:52][NH:53][C:54](=O)OC(C)(C)C, predict the reaction product. (2) Given the reactants [CH3:1][C:2]1[N:7]([CH2:8][C:9]2[S:10][C:11]([C:14]([F:17])([F:16])[F:15])=[CH:12][CH:13]=2)[C:6](=[O:18])[N:5]=[C:4]([N:19]2[CH2:24][CH2:23][NH:22][CH2:21][CH2:20]2)[N:3]=1.[C:25]12([C:35](=[O:38])[CH2:36]Br)[CH2:34][CH:29]3[CH2:30][CH:31]([CH2:33][CH:27]([CH2:28]3)[CH2:26]1)[CH2:32]2.C(=O)([O-])[O-].[K+].[K+].[I-].[Na+].C(=O)(O)[O-].[Na+], predict the reaction product. The product is: [C:25]12([C:35](=[O:38])[CH2:36][N:22]3[CH2:23][CH2:24][N:19]([C:4]4[N:3]=[C:2]([CH3:1])[N:7]([CH2:8][C:9]5[S:10][C:11]([C:14]([F:17])([F:16])[F:15])=[CH:12][CH:13]=5)[C:6](=[O:18])[N:5]=4)[CH2:20][CH2:21]3)[CH2:32][CH:31]3[CH2:30][CH:29]([CH2:28][CH:27]([CH2:33]3)[CH2:26]1)[CH2:34]2. (3) Given the reactants [CH3:1][N:2]1[C:10]2[C:5](=[CH:6][CH:7]=[CH:8][CH:9]=2)[C:4]([C:11]([O-:13])=O)=[N:3]1.[CH3:14][NH2:15], predict the reaction product. The product is: [CH3:14][NH:15][C:11]([C:4]1[C:5]2[C:10](=[CH:9][CH:8]=[CH:7][CH:6]=2)[N:2]([CH3:1])[N:3]=1)=[O:13].